This data is from Catalyst prediction with 721,799 reactions and 888 catalyst types from USPTO. The task is: Predict which catalyst facilitates the given reaction. (1) Reactant: [H-].[Na+].[CH:3]1([C:8]([O:10]C)=O)[CH2:7][CH2:6][CH2:5][CH2:4]1.[C:12](#[N:14])[CH3:13]. Product: [CH:3]1([C:8](=[O:10])[CH2:13][C:12]#[N:14])[CH2:4][CH2:5][CH2:6][CH2:7]1. The catalyst class is: 295. (2) Reactant: Br[C:2]1[N:7]2[CH:8]=[C:9]([CH:11]=[O:12])[N:10]=[C:6]2[C:5]([N:13]2[CH2:18][CH2:17][O:16][CH2:15][CH2:14]2)=[N:4][CH:3]=1.[C:19]([C:21]1[CH:26]=[CH:25][C:24](B2OC(C)(C)C(C)(C)O2)=[CH:23][N:22]=1)#[N:20].C(Cl)Cl. Product: [CH:11]([C:9]1[N:10]=[C:6]2[C:5]([N:13]3[CH2:18][CH2:17][O:16][CH2:15][CH2:14]3)=[N:4][CH:3]=[C:2]([C:24]3[CH:25]=[CH:26][C:21]([C:19]#[N:20])=[N:22][CH:23]=3)[N:7]2[CH:8]=1)=[O:12]. The catalyst class is: 140. (3) Reactant: [Br:1][C:2]1[CH:6]=[C:5]([CH3:7])[NH:4][N:3]=1.[H-].[Na+].Cl[C:11]1[CH:16]=[CH:15][N:14]=[C:13]([C:17]([F:20])([F:19])[F:18])[N:12]=1. Product: [Br:1][C:2]1[CH:6]=[C:5]([CH3:7])[N:4]([C:11]2[CH:16]=[CH:15][N:14]=[C:13]([C:17]([F:20])([F:19])[F:18])[N:12]=2)[N:3]=1. The catalyst class is: 16. (4) Reactant: [NH2:1][CH2:2][C:3]1[CH:4]=[CH:5][C:6]([CH2:11][N:12]([CH2:23][C:24]2[C:29]([CH3:30])=[CH:28][C:27]([CH3:31])=[CH:26][N:25]=2)[CH:13]2[C:22]3[N:21]=[CH:20][CH:19]=[CH:18][C:17]=3[CH2:16][CH2:15][CH2:14]2)=[C:7]([CH2:9][OH:10])[CH:8]=1.[CH3:32][O:33][C:34](=[O:37])[CH2:35]Br.CCN(C(C)C)C(C)C. Product: [CH3:32][O:33][C:34](=[O:37])[CH2:35][NH:1][CH2:2][C:3]1[CH:4]=[CH:5][C:6]([CH2:11][N:12]([CH2:23][C:24]2[C:29]([CH3:30])=[CH:28][C:27]([CH3:31])=[CH:26][N:25]=2)[CH:13]2[C:22]3[N:21]=[CH:20][CH:19]=[CH:18][C:17]=3[CH2:16][CH2:15][CH2:14]2)=[C:7]([CH2:9][OH:10])[CH:8]=1. The catalyst class is: 2. (5) Reactant: [Cl:1][C:2]1[CH:7]=[CH:6][C:5]([OH:8])=[CH:4][C:3]=1[C:9]1[C:18]2[C:13](=[C:14]([C:19]([F:22])([F:21])[F:20])[CH:15]=[CH:16][CH:17]=2)[N:12]=[CH:11][N:10]=1.Br[C:24]1[CH:25]=[C:26]([S:30]([CH2:33][CH2:34][CH2:35][C:36]#[N:37])(=[O:32])=[O:31])[CH:27]=[CH:28][CH:29]=1.C([O-])([O-])=O.[Cs+].[Cs+]. Product: [Cl:1][C:2]1[CH:7]=[CH:6][C:5]([O:8][C:24]2[CH:25]=[C:26]([S:30]([CH2:33][CH2:34][CH2:35][C:36]#[N:37])(=[O:32])=[O:31])[CH:27]=[CH:28][CH:29]=2)=[CH:4][C:3]=1[C:9]1[C:18]2[C:13](=[C:14]([C:19]([F:20])([F:22])[F:21])[CH:15]=[CH:16][CH:17]=2)[N:12]=[CH:11][N:10]=1. The catalyst class is: 185. (6) Reactant: [C:1]([O:5][C:6](=[O:25])[N:7]([CH2:9][C:10]1[CH:14]=[C:13](Br)[N:12]([S:16]([C:19]2[CH:20]=[N:21][CH:22]=[CH:23][CH:24]=2)(=[O:18])=[O:17])[CH:11]=1)[CH3:8])([CH3:4])([CH3:3])[CH3:2].[C:26]([C:28]1[CH:33]=[CH:32][C:31](B(O)O)=[CH:30][CH:29]=1)#[N:27].C(=O)([O-])[O-].[Na+].[Na+]. Product: [C:1]([O:5][C:6](=[O:25])[N:7]([CH2:9][C:10]1[CH:14]=[C:13]([C:31]2[CH:32]=[CH:33][C:28]([C:26]#[N:27])=[CH:29][CH:30]=2)[N:12]([S:16]([C:19]2[CH:20]=[N:21][CH:22]=[CH:23][CH:24]=2)(=[O:18])=[O:17])[CH:11]=1)[CH3:8])([CH3:4])([CH3:3])[CH3:2]. The catalyst class is: 73. (7) Reactant: [F:1][C:2]1[CH:7]=[CH:6][C:5]([C:8]2([N+:16]([O-])=O)[CH2:13][O:12][C:11]([CH3:15])([CH3:14])[O:10][CH2:9]2)=[CH:4][CH:3]=1. Product: [F:1][C:2]1[CH:3]=[CH:4][C:5]([C:8]2([NH2:16])[CH2:9][O:10][C:11]([CH3:14])([CH3:15])[O:12][CH2:13]2)=[CH:6][CH:7]=1. The catalyst class is: 183. (8) Reactant: Br[C:2]1[CH:3]=[CH:4][C:5]2[N:11]3[C:12]([CH3:15])=[N:13][N:14]=[C:10]3[C@H:9]([CH3:16])[CH2:8][N:7]([C:17]3[CH:22]=[CH:21][C:20]([Cl:23])=[CH:19][N:18]=3)[C:6]=2[CH:24]=1.CC1(C)C(C)(C)OB([C:33]2[CH:34]=[CH:35][C:36](=[O:39])[NH:37][CH:38]=2)O1.C(=O)([O-])[O-].[Cs+].[Cs+]. Product: [Cl:23][C:20]1[CH:21]=[CH:22][C:17]([N:7]2[CH2:8][C@@H:9]([CH3:16])[C:10]3=[N:14][N:13]=[C:12]([CH3:15])[N:11]3[C:5]3[CH:4]=[CH:3][C:2]([C:33]4[CH:34]=[CH:35][C:36](=[O:39])[NH:37][CH:38]=4)=[CH:24][C:6]2=3)=[N:18][CH:19]=1. The catalyst class is: 70. (9) Product: [N:3]1([CH2:9][CH2:10][CH2:11][CH2:12][C:13]([O:15][CH3:16])=[O:14])[CH:7]=[CH:6][N:5]=[CH:4]1. Reactant: [H-].[Na+].[NH:3]1[CH:7]=[CH:6][N:5]=[CH:4]1.Br[CH2:9][CH2:10][CH2:11][CH2:12][C:13]([O:15][CH3:16])=[O:14].O. The catalyst class is: 9.